From a dataset of Forward reaction prediction with 1.9M reactions from USPTO patents (1976-2016). Predict the product of the given reaction. (1) Given the reactants [NH2:1][C:2]1[CH:7]=[N:6][C:5]([Br:8])=[CH:4][N:3]=1.CN(C)C1C=CC=CC=1.[CH3:18][O:19][C:20](=[O:26])[CH2:21][CH2:22][C:23](Cl)=[O:24], predict the reaction product. The product is: [Br:8][C:5]1[N:6]=[CH:7][C:2]([NH:1][C:23](=[O:24])[CH2:22][CH2:21][C:20]([O:19][CH3:18])=[O:26])=[N:3][CH:4]=1. (2) Given the reactants [Br:1][C:2]1[CH:7]=[CH:6][C:5]([C:8](=O)[CH:9]=O)=[CH:4][CH:3]=1.[F:12][C:13]1[CH:26]=[CH:25][C:16]([CH2:17][C:18]2[N:19]([NH2:24])[C:20]([NH2:23])=[N:21][N:22]=2)=[CH:15][CH:14]=1, predict the reaction product. The product is: [Br:1][C:2]1[CH:7]=[CH:6][C:5]([C:8]2[CH:9]=[N:24][N:19]3[C:18]([CH2:17][C:16]4[CH:25]=[CH:26][C:13]([F:12])=[CH:14][CH:15]=4)=[N:22][N:21]=[C:20]3[N:23]=2)=[CH:4][CH:3]=1.[Br:1][C:2]1[CH:7]=[CH:6][C:5]([C:8]2[CH:9]=[N:23][C:20]3[N:19]([C:18]([CH2:17][C:16]4[CH:25]=[CH:26][C:13]([F:12])=[CH:14][CH:15]=4)=[N:22][N:21]=3)[N:24]=2)=[CH:4][CH:3]=1. (3) Given the reactants [CH3:1][O:2][C:3]1[CH:12]=[CH:11][C:10]2[C:5](=[C:6]([CH:13]3[CH2:15][O:14]3)[CH:7]=[CH:8][N:9]=2)[N:4]=1.[C:16]([O:20][C:21](=[O:30])[NH:22][CH2:23][CH:24]1[O:29][CH2:28][CH2:27][NH:26][CH2:25]1)([CH3:19])([CH3:18])[CH3:17].C(=O)([O-])[O-].[K+].[K+].Cl([O-])(=O)(=O)=O.[Li+], predict the reaction product. The product is: [C:16]([O:20][C:21](=[O:30])[NH:22][CH2:23][CH:24]1[O:29][CH2:28][CH2:27][N:26]([CH2:15][CH:13]([OH:14])[C:6]2[C:5]3[C:10](=[CH:11][CH:12]=[C:3]([O:2][CH3:1])[N:4]=3)[N:9]=[CH:8][CH:7]=2)[CH2:25]1)([CH3:19])([CH3:17])[CH3:18]. (4) The product is: [Cl:33][C:34]1[CH:35]=[C:36]([NH:46][C:2]2[N:7]=[C:6]([C:8]3[S:12][C:11]([N:13]([CH3:14])[CH3:15])=[N:10][C:9]=3[C:16]3[CH:17]=[C:18]([NH:22][C:23](=[O:32])[C:24]4[C:29]([F:30])=[CH:28][CH:27]=[CH:26][C:25]=4[F:31])[CH:19]=[CH:20][CH:21]=3)[CH:5]=[CH:4][N:3]=2)[CH:37]=[CH:38][C:39]=1[O:40][CH2:41][CH2:42][N:43]([CH3:44])[CH3:45]. Given the reactants Cl[C:2]1[N:7]=[C:6]([C:8]2[S:12][C:11]([N:13]([CH3:15])[CH3:14])=[N:10][C:9]=2[C:16]2[CH:17]=[C:18]([NH:22][C:23](=[O:32])[C:24]3[C:29]([F:30])=[CH:28][CH:27]=[CH:26][C:25]=3[F:31])[CH:19]=[CH:20][CH:21]=2)[CH:5]=[CH:4][N:3]=1.[Cl:33][C:34]1[CH:35]=[C:36]([NH2:46])[CH:37]=[CH:38][C:39]=1[O:40][CH2:41][CH2:42][N:43]([CH3:45])[CH3:44], predict the reaction product.